Dataset: Full USPTO retrosynthesis dataset with 1.9M reactions from patents (1976-2016). Task: Predict the reactants needed to synthesize the given product. Given the product [C:1]([O:5][C:6]([N:8]1[CH2:15][C:16](=[O:18])[CH:17]=[C:10]([O-:11])[CH2:9]1)=[O:7])([CH3:2])([CH3:3])[CH3:4].[K+:24], predict the reactants needed to synthesize it. The reactants are: [C:1]([O:5][C:6]([N:8]([CH2:15][C:16](=[O:18])[CH3:17])[CH2:9][C:10](OCC)=[O:11])=[O:7])([CH3:4])([CH3:3])[CH3:2].CC(C)([O-])C.[K+:24].